From a dataset of Forward reaction prediction with 1.9M reactions from USPTO patents (1976-2016). Predict the product of the given reaction. (1) Given the reactants [NH:1]1[C:9]2[C:4](=[CH:5][C:6]([C:10]([OH:12])=O)=[CH:7][CH:8]=2)[CH:3]=[CH:2]1.CC[N:15]=C=NCCCN(C)C.[CH2:24]([CH:31]1[CH2:36][CH2:35][NH:34][CH2:33][CH2:32]1)[C:25]1[CH:30]=[CH:29][CH:28]=[CH:27][CH:26]=1.O, predict the reaction product. The product is: [CH2:24]([CH:31]1[CH2:36][CH2:35][N:34]([C:2]2[NH:1][C:9]3[C:4]([CH:3]=2)=[CH:5][C:6]([C:10]([NH2:15])=[O:12])=[CH:7][CH:8]=3)[CH2:33][CH2:32]1)[C:25]1[CH:30]=[CH:29][CH:28]=[CH:27][CH:26]=1. (2) Given the reactants COC1C=CC(P2(SP(C3C=CC(OC)=CC=3)(=S)S2)=[S:10])=CC=1.[F:23][C:24]1[CH:34]=[CH:33][C:27]([CH2:28][NH:29][C:30](=O)[CH3:31])=[CH:26][CH:25]=1, predict the reaction product. The product is: [F:23][C:24]1[CH:34]=[CH:33][C:27]([CH2:28][NH:29][C:30](=[S:10])[CH3:31])=[CH:26][CH:25]=1. (3) Given the reactants [Cl-].O[NH3+:3].[C:4](=[O:7])([O-])[OH:5].[Na+].CS(C)=O.[CH2:13]([C:17]1[N:18]=[C:19]([CH3:45])[N:20]([CH2:39][C:40]2[S:41][CH:42]=[CH:43][N:44]=2)[C:21](=[O:38])[C:22]=1[CH2:23][C:24]1[CH:29]=[CH:28][C:27]([C:30]2[C:31]([C:36]#[N:37])=[CH:32][CH:33]=[CH:34][CH:35]=2)=[CH:26][CH:25]=1)[CH2:14][CH2:15][CH3:16], predict the reaction product. The product is: [CH2:13]([C:17]1[N:18]=[C:19]([CH3:45])[N:20]([CH2:39][C:40]2[S:41][CH:42]=[CH:43][N:44]=2)[C:21](=[O:38])[C:22]=1[CH2:23][C:24]1[CH:25]=[CH:26][C:27]([C:30]2[CH:35]=[CH:34][CH:33]=[CH:32][C:31]=2[C:36]2[NH:3][C:4](=[O:7])[O:5][N:37]=2)=[CH:28][CH:29]=1)[CH2:14][CH2:15][CH3:16].